From a dataset of Forward reaction prediction with 1.9M reactions from USPTO patents (1976-2016). Predict the product of the given reaction. (1) Given the reactants [C:1]1([C:7]2[CH:8]=[C:9]3[C:13](=[C:14]([C:16]([NH2:18])=[O:17])[CH:15]=2)[NH:12][CH:11]=[C:10]3[CH:19]2[CH2:24][CH2:23][NH:22][CH2:21][CH2:20]2)[CH:6]=[CH:5][CH:4]=[CH:3][CH:2]=1.[F:25][C:26]1[CH:31]=[CH:30][C:29]([S:32](Cl)(=[O:34])=[O:33])=[CH:28][CH:27]=1.C(N(CC)CC)C, predict the reaction product. The product is: [F:25][C:26]1[CH:31]=[CH:30][C:29]([S:32]([N:22]2[CH2:23][CH2:24][CH:19]([C:10]3[C:9]4[C:13](=[C:14]([C:16]([NH2:18])=[O:17])[CH:15]=[C:7]([C:1]5[CH:2]=[CH:3][CH:4]=[CH:5][CH:6]=5)[CH:8]=4)[NH:12][CH:11]=3)[CH2:20][CH2:21]2)(=[O:34])=[O:33])=[CH:28][CH:27]=1. (2) Given the reactants [CH3:1][N:2]([CH3:22])[C:3]([N:5]1[CH2:9][CH:8]2[CH2:10][C:11]([CH2:15][CH:16]3[CH2:21][CH2:20][CH2:19][CH2:18][CH2:17]3)([CH:13]=[O:14])[CH2:12][CH:7]2[CH2:6]1)=[O:4].O.O.P([O-])(O)(O)=[O:26].[Na+].Cl([O-])=O.[Na+].CC(=CC)C, predict the reaction product. The product is: [CH:16]1([CH2:15][C:11]2([C:13]([OH:26])=[O:14])[CH2:12][CH:7]3[CH2:6][N:5]([C:3](=[O:4])[N:2]([CH3:1])[CH3:22])[CH2:9][CH:8]3[CH2:10]2)[CH2:21][CH2:20][CH2:19][CH2:18][CH2:17]1. (3) Given the reactants [I:1][C:2]1[CH:10]=[C:9]2[C:5]([CH:6]=[CH:7][NH:8]2)=[CH:4][C:3]=1[F:11].[H-].[Na+].I[CH3:15], predict the reaction product. The product is: [F:11][C:3]1[CH:4]=[C:5]2[C:9](=[CH:10][C:2]=1[I:1])[N:8]([CH3:15])[CH:7]=[CH:6]2. (4) Given the reactants C([O:8][C:9](=O)[NH:10][C@@H:11]([CH3:28])[CH:12]([C:14]1[CH:19]=[C:18]([C:20]([F:23])([F:22])[F:21])[CH:17]=[C:16]([C:24]([F:27])([F:26])[F:25])[CH:15]=1)[OH:13])C1C=CC=CC=1.[OH-].[K+].C1COCC1.CO, predict the reaction product. The product is: [F:26][C:24]([F:25])([F:27])[C:16]1[CH:15]=[C:14]([C@H:12]2[O:13][C:9](=[O:8])[NH:10][C@H:11]2[CH3:28])[CH:19]=[C:18]([C:20]([F:22])([F:23])[F:21])[CH:17]=1.